From a dataset of Catalyst prediction with 721,799 reactions and 888 catalyst types from USPTO. Predict which catalyst facilitates the given reaction. (1) Reactant: [NH:1]1[C:9]2[C:4](=[CH:5][CH:6]=[CH:7][CH:8]=2)[C:3]([CH2:10][C:11]([O:13][CH2:14][CH3:15])=[O:12])=[N:2]1.[H-].[Na+].[N+:18]([C:21]1[CH:28]=[CH:27][C:24]([CH2:25]Br)=[CH:23][CH:22]=1)([O-:20])=[O:19]. Product: [N+:18]([C:21]1[CH:28]=[CH:27][C:24]([CH2:25][N:1]2[C:9]3[C:4](=[CH:5][CH:6]=[CH:7][CH:8]=3)[C:3]([CH2:10][C:11]([O:13][CH2:14][CH3:15])=[O:12])=[N:2]2)=[CH:23][CH:22]=1)([O-:20])=[O:19]. The catalyst class is: 9. (2) Reactant: Cl.[NH2:2][C@H:3]([C:8]([N:10]1[CH2:14][CH2:13][CH2:12][C@H:11]1[C:15]#[N:16])=[O:9])[C@H:4]([CH2:6][CH3:7])[CH3:5].Cl[C:18]([O:20][CH3:21])=[O:19].C(N(CC)CC)C. Product: [CH3:21][O:20][C:18]([NH:2][C@H:3]([C:8]([N:10]1[CH2:14][CH2:13][CH2:12][C@H:11]1[C:15]#[N:16])=[O:9])[C@H:4]([CH2:6][CH3:7])[CH3:5])=[O:19]. The catalyst class is: 4. (3) Reactant: [NH2:1][C:2]1[N:3]([C:29]2[CH:34]=[CH:33][C:32]([O:35][C:36]3[CH:41]=[CH:40][CH:39]=[CH:38][CH:37]=3)=[CH:31][CH:30]=2)[N:4]=[C:5]2[C:14]3[C:13]([O:15]C)=[CH:12][C:11]([O:17][CH3:18])=[CH:10][C:9]=3[N:8]([CH2:19][C:20]3[CH:25]=[CH:24][C:23]([O:26][CH3:27])=[CH:22][CH:21]=3)[C:7](=[O:28])[C:6]=12.[Br-].[Mg+2].[Br-].N1C=CC=CC=1. Product: [NH2:1][C:2]1[N:3]([C:29]2[CH:34]=[CH:33][C:32]([O:35][C:36]3[CH:41]=[CH:40][CH:39]=[CH:38][CH:37]=3)=[CH:31][CH:30]=2)[N:4]=[C:5]2[C:14]3[C:13]([OH:15])=[CH:12][C:11]([O:17][CH3:18])=[CH:10][C:9]=3[N:8]([CH2:19][C:20]3[CH:21]=[CH:22][C:23]([O:26][CH3:27])=[CH:24][CH:25]=3)[C:7](=[O:28])[C:6]=12. The catalyst class is: 6.